The task is: Predict the reaction yield, written as a fraction of the theoretical maximum amount of product (1.0 means a 100% yield; for example, 0.34 means a 34% yield).. This data is from Reaction yield outcomes from USPTO patents with 853,638 reactions. (1) The reactants are [CH2:1]([O:3][C:4]1[CH:9]=[CH:8][C:7]([NH:10][C:11](=O)[CH2:12][O:13][C:14]2[CH:19]=[CH:18][CH:17]=[C:16]([O:20][CH2:21][CH3:22])[CH:15]=2)=[C:6]([NH:24][CH2:25][CH:26]([CH3:28])[CH3:27])[CH:5]=1)[CH3:2]. The catalyst is CC(O)=O. The product is [CH2:1]([O:3][C:4]1[CH:9]=[CH:8][C:7]2[N:10]=[C:11]([CH2:12][O:13][C:14]3[CH:19]=[CH:18][CH:17]=[C:16]([O:20][CH2:21][CH3:22])[CH:15]=3)[N:24]([CH2:25][CH:26]([CH3:28])[CH3:27])[C:6]=2[CH:5]=1)[CH3:2]. The yield is 0.830. (2) The reactants are [CH3:1][Mg+].[Br-].[Br:4][C:5]1[CH:18]=[C:17]2[C:8]([O:9][CH:10]3[CH:15]([C:16]42[C:22](=[O:23])[N:21]([CH3:24])[C:20]([NH:25]C(=O)OC(C)(C)C)=[N:19]4)[CH2:14][CH2:13][C:12](=[O:33])[CH2:11]3)=[CH:7][CH:6]=1. The catalyst is C1COCC1. The product is [NH2:25][C:20]1[N:21]([CH3:24])[C:22](=[O:23])[C:16]2([N:19]=1)[CH:15]1[CH:10]([CH2:11][C:12]([OH:33])([CH3:1])[CH2:13][CH2:14]1)[O:9][C:8]1[C:17]2=[CH:18][C:5]([Br:4])=[CH:6][CH:7]=1. The yield is 0.630. (3) The reactants are [CH2:1]([C:3]1[C:8](=[O:9])[NH:7][C:6]([CH3:10])=[C:5]([C:11]2[S:15][C:14]([S:16](Cl)(=[O:18])=[O:17])=[CH:13][CH:12]=2)[CH:4]=1)[CH3:2].[C:20]([O:24][C:25]([N:27]1[CH2:32][CH2:31][CH:30]([CH2:33][NH-:34])[CH2:29][CH2:28]1)=[O:26])([CH3:23])([CH3:22])[CH3:21]. No catalyst specified. The product is [C:20]([O:24][C:25]([N:27]1[CH2:32][CH2:31][CH:30]([CH2:33][NH:34][S:16]([C:14]2[S:15][C:11]([C:5]3[CH:4]=[C:3]([CH2:1][CH3:2])[C:8](=[O:9])[NH:7][C:6]=3[CH3:10])=[CH:12][CH:13]=2)(=[O:18])=[O:17])[CH2:29][CH2:28]1)=[O:26])([CH3:23])([CH3:22])[CH3:21]. The yield is 0.540.